Task: Predict which catalyst facilitates the given reaction.. Dataset: Catalyst prediction with 721,799 reactions and 888 catalyst types from USPTO The catalyst class is: 44. Product: [CH3:12][C@H:13]1[NH:14][CH2:15][CH2:16][N:17]([C:2]2[CH:7]=[CH:6][C:5]([C:8]([F:11])([F:10])[F:9])=[CH:4][N:3]=2)[CH2:18]1. Reactant: Br[C:2]1[CH:7]=[CH:6][C:5]([C:8]([F:11])([F:10])[F:9])=[CH:4][N:3]=1.[CH3:12][C@@H:13]1[CH2:18][NH:17][CH2:16][CH2:15][NH:14]1.CCN(C(C)C)C(C)C.